Task: Predict the product of the given reaction.. Dataset: Forward reaction prediction with 1.9M reactions from USPTO patents (1976-2016) Given the reactants [CH3:1][N:2]([CH3:9])[CH:3]1[CH2:8][CH2:7][CH2:6][NH:5][CH2:4]1.[Br:10][C:11]1[C:12](F)=[C:13]2[C:19]([NH:20][C:21](=[O:28])[C:22]3[CH:27]=[CH:26][CH:25]=[N:24][CH:23]=3)=[CH:18][NH:17][C:14]2=[N:15][CH:16]=1, predict the reaction product. The product is: [Br:10][C:11]1[C:12]([N:5]2[CH2:6][CH2:7][CH2:8][CH:3]([N:2]([CH3:9])[CH3:1])[CH2:4]2)=[C:13]2[C:19]([NH:20][C:21](=[O:28])[C:22]3[CH:27]=[CH:26][CH:25]=[N:24][CH:23]=3)=[CH:18][NH:17][C:14]2=[N:15][CH:16]=1.